This data is from CYP2C9 inhibition data for predicting drug metabolism from PubChem BioAssay. The task is: Regression/Classification. Given a drug SMILES string, predict its absorption, distribution, metabolism, or excretion properties. Task type varies by dataset: regression for continuous measurements (e.g., permeability, clearance, half-life) or binary classification for categorical outcomes (e.g., BBB penetration, CYP inhibition). Dataset: cyp2c9_veith. (1) The drug is COc1ccc(C(C)=O)c(OC(=O)c2ccco2)c1. The result is 0 (non-inhibitor). (2) The drug is C[C@@]1(C(NC(=O)Cc2ccccc2)c2ccc(-c3ccccc3)cc2)C[C@H]1C1CCCCC1. The result is 0 (non-inhibitor). (3) The molecule is CC(=O)Nc1nnc(SCc2ccc(F)cc2)s1. The result is 0 (non-inhibitor). (4) The compound is CN(C)C(=O)c1ccc(-c2cncnc2Nc2ccc(F)cc2)cc1. The result is 0 (non-inhibitor). (5) The result is 1 (inhibitor). The drug is COc1ccc2nc(Sc3c([N+](=O)[O-])nc(C)n3Cc3ccccc3)[nH]c2c1.